Dataset: Forward reaction prediction with 1.9M reactions from USPTO patents (1976-2016). Task: Predict the product of the given reaction. (1) The product is: [CH3:13][O:14][C:15](=[O:26])[CH:16]([C:17]1[CH:25]=[CH:24][C:20]2[S:21][CH2:22][CH2:23][C:19]=2[CH:18]=1)[CH2:49][CH:50]1[CH2:54][CH2:53][CH2:52][CH2:51]1. Given the reactants C(NC(C)C)(C)C.C([Li])CCC.[CH3:13][O:14][C:15](=[O:26])[CH2:16][C:17]1[CH:25]=[CH:24][C:20]2[S:21][CH2:22][CH2:23][C:19]=2[CH:18]=1.C(OC(=O)NC1C=CC=C(CN2C=CC(NC(=O)[C@@H](C3C=CC(S(C)(=O)=O)=C(Cl)C=3)[CH2:49][CH:50]3[CH2:54][CH2:53][CH2:52][CH2:51]3)=N2)C=1)(C)(C)C, predict the reaction product. (2) Given the reactants C(N(CC)CC)C.[CH3:8][O:9][C:10]([C:12]1[CH:13]=[CH:14][N:15]2[C:20]=1[C:19](=[O:21])[N:18]([CH2:22][C:23]1[CH:28]=[CH:27][CH:26]=[CH:25][CH:24]=1)[C:17]([CH:29]([NH:32][CH2:33][CH2:34][CH2:35][NH:36][C:37]([O:39][C:40]([CH3:43])([CH3:42])[CH3:41])=[O:38])[CH2:30][CH3:31])=[N:16]2)=[O:11].[CH3:44][C:45]1[CH:53]=[CH:52][C:48]([C:49](Cl)=[O:50])=[CH:47][CH:46]=1, predict the reaction product. The product is: [CH3:8][O:9][C:10]([C:12]1[CH:13]=[CH:14][N:15]2[C:20]=1[C:19](=[O:21])[N:18]([CH2:22][C:23]1[CH:28]=[CH:27][CH:26]=[CH:25][CH:24]=1)[C:17]([CH:29]([N:32]([CH2:33][CH2:34][CH2:35][NH:36][C:37]([O:39][C:40]([CH3:42])([CH3:41])[CH3:43])=[O:38])[C:49](=[O:50])[C:48]1[CH:52]=[CH:53][C:45]([CH3:44])=[CH:46][CH:47]=1)[CH2:30][CH3:31])=[N:16]2)=[O:11].